This data is from Forward reaction prediction with 1.9M reactions from USPTO patents (1976-2016). The task is: Predict the product of the given reaction. (1) Given the reactants FC(F)(F)S(O[C:7]1[C:16]2[CH2:15][CH2:14][C@H:13]([N:17]([CH:19]([CH3:21])[CH3:20])[CH3:18])[CH2:12][C:11]=2[CH:10]=[CH:9][CH:8]=1)(=O)=O.[CH3:24][N:25]1[C:29]([CH3:30])=[C:28](B2OC(C)(C)C(C)(C)O2)[C:27]([CH3:40])=[N:26]1.C([O-])([O-])=O.[K+].[K+], predict the reaction product. The product is: [CH:19]([N:17]([CH3:18])[C@H:13]1[CH2:14][CH2:15][C:16]2[C:11](=[CH:10][CH:9]=[CH:8][C:7]=2[C:28]2[C:27]([CH3:40])=[N:26][N:25]([CH3:24])[C:29]=2[CH3:30])[CH2:12]1)([CH3:21])[CH3:20]. (2) Given the reactants C(C[O:4][C:5]1[CH:10]=[C:9]([O:11][CH2:12][C:13]2[CH:18]=[CH:17][C:16]([O:19][CH2:20]/[C:21](=[N:28]\[O:29][CH3:30])/[C:22]3[CH:27]=[CH:26][CH:25]=[CH:24][CH:23]=3)=[CH:15][CH:14]=2)[CH:8]=[CH:7][C:6]=1[CH2:31][CH2:32][C:33]([O:35]CC)=[O:34])#N, predict the reaction product. The product is: [OH:4][C:5]1[CH:10]=[C:9]([O:11][CH2:12][C:13]2[CH:14]=[CH:15][C:16]([O:19][CH2:20]/[C:21](=[N:28]\[O:29][CH3:30])/[C:22]3[CH:27]=[CH:26][CH:25]=[CH:24][CH:23]=3)=[CH:17][CH:18]=2)[CH:8]=[CH:7][C:6]=1[CH2:31][CH2:32][C:33]([OH:35])=[O:34]. (3) The product is: [F:7][C:11]1([CH2:31][CH2:32][C:33]2[CH:42]=[CH:41][C:36]3[C:37](=[O:40])[O:38][CH2:39][C:35]=3[CH:34]=2)[CH2:16][CH2:15][N:14]([C:17](=[O:30])[CH2:18][C:19]2[CH:24]=[CH:23][C:22]([N:25]3[CH:29]=[N:28][N:27]=[N:26]3)=[CH:21][CH:20]=2)[CH2:13][CH2:12]1. Given the reactants CCN(S(F)(F)[F:7])CC.O[C:11]1([CH2:31][CH2:32][C:33]2[CH:42]=[CH:41][C:36]3[C:37](=[O:40])[O:38][CH2:39][C:35]=3[CH:34]=2)[CH2:16][CH2:15][N:14]([C:17](=[O:30])[CH2:18][C:19]2[CH:24]=[CH:23][C:22]([N:25]3[CH:29]=[N:28][N:27]=[N:26]3)=[CH:21][CH:20]=2)[CH2:13][CH2:12]1, predict the reaction product. (4) Given the reactants [CH3:1][O:2][C:3]1[CH:4]=[C:5]2[C:10](=[CH:11][C:12]=1[O:13][CH3:14])[N:9]=[CH:8][CH:7]=[C:6]2[O:15][C:16]1[CH:22]=[CH:21][C:19]([NH2:20])=[C:18]([CH3:23])[C:17]=1[CH3:24].Cl[C:26](Cl)([O:28]C(=O)OC(Cl)(Cl)Cl)Cl.[CH3:37][N:38]1[CH2:43][CH2:42][N:41]([CH2:44][CH2:45][CH:46]([OH:50])[CH2:47][CH2:48][CH3:49])[CH2:40][CH2:39]1.C(=O)(O)[O-].[Na+], predict the reaction product. The product is: [CH3:1][O:2][C:3]1[CH:4]=[C:5]2[C:10](=[CH:11][C:12]=1[O:13][CH3:14])[N:9]=[CH:8][CH:7]=[C:6]2[O:15][C:16]1[CH:22]=[CH:21][C:19]([NH:20][C:26](=[O:28])[O:50][CH:46]([CH2:45][CH2:44][N:41]2[CH2:42][CH2:43][N:38]([CH3:37])[CH2:39][CH2:40]2)[CH2:47][CH2:48][CH3:49])=[C:18]([CH3:23])[C:17]=1[CH3:24]. (5) Given the reactants Br[C:2]1[CH:10]=[CH:9][C:5]([CH:6]=[N:7][OH:8])=[C:4]([F:11])[CH:3]=1.[B:12](OC(C)C)([O:17]C(C)C)[O:13]C(C)C.C(N)CCC, predict the reaction product. The product is: [F:11][C:4]1[CH:3]=[C:2]([B:12]([OH:17])[OH:13])[CH:10]=[CH:9][C:5]=1[CH:6]=[N:7][OH:8]. (6) Given the reactants [CH2:1]([O:3][C:4]1[CH:5]=[C:6]2[C:11](=[C:12]3[CH2:16][C:15]([CH3:18])([CH3:17])[O:14][C:13]=13)[C:10]([C:19]1[CH:28]=[CH:27][C:22]([C:23]([O:25]C)=[O:24])=[C:21]([NH:29][CH2:30][CH3:31])[CH:20]=1)=[N:9][C:8]([CH3:33])([CH3:32])[CH2:7]2)[CH3:2].[OH-].[Na+], predict the reaction product. The product is: [CH2:1]([O:3][C:4]1[CH:5]=[C:6]2[C:11](=[C:12]3[CH2:16][C:15]([CH3:18])([CH3:17])[O:14][C:13]=13)[C:10]([C:19]1[CH:28]=[CH:27][C:22]([C:23]([OH:25])=[O:24])=[C:21]([NH:29][CH2:30][CH3:31])[CH:20]=1)=[N:9][C:8]([CH3:32])([CH3:33])[CH2:7]2)[CH3:2]. (7) Given the reactants Br[C:2]1[C:3]2[N:4]([N:8]=[C:9]([NH2:11])[N:10]=2)[CH:5]=[CH:6][CH:7]=1.[CH:12]([S:15]([C:18]1[CH:23]=[CH:22][C:21](B(O)O)=[CH:20][CH:19]=1)(=[O:17])=[O:16])([CH3:14])[CH3:13], predict the reaction product. The product is: [CH3:14][CH:12]([S:15]([C:18]1[CH:23]=[CH:22][C:21]([C:2]2[C:3]3[N:4]([N:8]=[C:9]([NH2:11])[N:10]=3)[CH:5]=[CH:6][CH:7]=2)=[CH:20][CH:19]=1)(=[O:16])=[O:17])[CH3:13].